Dataset: Full USPTO retrosynthesis dataset with 1.9M reactions from patents (1976-2016). Task: Predict the reactants needed to synthesize the given product. (1) The reactants are: [C:1]([OH:6])(=O)[CH2:2][CH2:3][CH3:4].CN(C(ON1N=NC2C=CC=CC1=2)=[N+](C)C)C.[B-](F)(F)(F)F.CCN(C(C)C)C(C)C.[CH2:38]([O:40][C:41]1[CH:46]=[CH:45][C:44]([C:47]#[C:48][C:49]2[CH:54]=[CH:53][C:52]([CH2:55][CH:56]([NH2:58])[CH3:57])=[CH:51][CH:50]=2)=[CH:43][CH:42]=1)[CH3:39]. Given the product [CH2:38]([O:40][C:41]1[CH:46]=[CH:45][C:44]([C:47]#[C:48][C:49]2[CH:50]=[CH:51][C:52]([CH2:55][CH:56]([NH:58][C:1](=[O:6])[CH2:2][CH2:3][CH3:4])[CH3:57])=[CH:53][CH:54]=2)=[CH:43][CH:42]=1)[CH3:39], predict the reactants needed to synthesize it. (2) Given the product [CH3:1][N:2]([CH3:3])[C:20](=[O:22])[C@@H:15]([NH:14][C:12](=[O:13])[O:11][CH2:4][C:5]1[CH:10]=[CH:9][CH:8]=[CH:7][CH:6]=1)[CH2:16][C:17]([N:25]([CH3:26])[CH3:23])=[O:18], predict the reactants needed to synthesize it. The reactants are: [CH3:1][NH:2][CH3:3].[CH2:4]([O:11][C:12]([NH:14][C@H:15]([C:20]([OH:22])=O)[CH2:16][C:17](O)=[O:18])=[O:13])[C:5]1[CH:10]=[CH:9][CH:8]=[CH:7][CH:6]=1.[CH2:23]([N:25](C(C)C)[CH:26](C)C)C.F[P-](F)(F)(F)(F)F.N1(OC(N(C)C)=[N+](C)C)C2N=CC=CC=2N=N1. (3) Given the product [NH2:14][C:12]([C:7]1[CH:8]=[N:9][C:10]2[C:5]([C:6]=1[NH:29][C:27]1[CH:28]=[C:19]([C:18]([O:17][CH3:16])=[O:30])[CH:20]=[C:21]([C:22]([O:24][CH3:25])=[O:23])[CH:26]=1)=[CH:4][CH:3]=[C:2]([Br:1])[CH:11]=2)=[O:13], predict the reactants needed to synthesize it. The reactants are: [Br:1][C:2]1[CH:11]=[C:10]2[C:5]([C:6](Cl)=[C:7]([C:12]([NH2:14])=[O:13])[CH:8]=[N:9]2)=[CH:4][CH:3]=1.[CH3:16][O:17][C:18](=[O:30])[C:19]1[CH:28]=[C:27]([NH2:29])[CH:26]=[C:21]([C:22]([O:24][CH3:25])=[O:23])[CH:20]=1. (4) Given the product [C:1]([O:4][C:5]1[C:6]([C:13]([CH3:16])([CH3:15])[CH3:14])=[CH:7][C:8]([OH:12])=[C:9]([C:10]=1[CH3:11])[CH:32]=[O:33])(=[O:3])[CH3:2], predict the reactants needed to synthesize it. The reactants are: [C:1]([O:4][C:5]1[C:10]([CH3:11])=[CH:9][C:8]([OH:12])=[CH:7][C:6]=1[C:13]([CH3:16])([CH3:15])[CH3:14])(=[O:3])[CH3:2].C1N2CN3CN(C2)CN1C3.O.[OH-].[Na+].FC(F)(F)[C:32](O)=[O:33]. (5) Given the product [Cl:1][C:2]1[CH:11]=[CH:10][C:5]([C:6]([O:8][CH3:9])=[O:7])=[CH:4][C:3]=1[C:22]1[NH:26][C:25]([CH3:27])=[N:24][C:23]=1[CH3:28], predict the reactants needed to synthesize it. The reactants are: [Cl:1][C:2]1[CH:11]=[CH:10][C:5]([C:6]([O:8][CH3:9])=[O:7])=[CH:4][C:3]=1B1OC(C)(C)C(C)(C)O1.I[C:22]1[NH:26][C:25]([CH3:27])=[N:24][C:23]=1[CH3:28].C(Cl)Cl. (6) Given the product [C:1]([O:5][C:6]([N:8]([CH2:20][C:21]1[N:26]([CH2:27][CH2:28][C:29]2[CH:38]=[CH:37][C:32]([C:33]([OH:35])=[O:34])=[CH:31][CH:30]=2)[C:25](=[O:39])[C:24]([Cl:40])=[CH:23][C:22]=1[CH:41]1[CH2:42][CH2:43]1)[C:9]1[CH:14]=[CH:13][CH:12]=[C:11]([O:15][C:16]([F:17])([F:19])[F:18])[CH:10]=1)=[O:7])([CH3:4])([CH3:2])[CH3:3], predict the reactants needed to synthesize it. The reactants are: [C:1]([O:5][C:6]([N:8]([CH2:20][C:21]1[N:26]([CH2:27][CH2:28][C:29]2[CH:38]=[CH:37][C:32]([C:33]([O:35]C)=[O:34])=[CH:31][CH:30]=2)[C:25](=[O:39])[C:24]([Cl:40])=[CH:23][C:22]=1[CH:41]1[CH2:43][CH2:42]1)[C:9]1[CH:14]=[CH:13][CH:12]=[C:11]([O:15][C:16]([F:19])([F:18])[F:17])[CH:10]=1)=[O:7])([CH3:4])([CH3:3])[CH3:2].[OH-].[Na+].Cl.O. (7) Given the product [CH3:21][N:18]([CH3:17])[CH:9]1[CH2:8][C:7]2[C:11](=[CH:12][CH:13]=[C:5]([N+:2]([O-:4])=[O:3])[CH:6]=2)[CH2:10]1, predict the reactants needed to synthesize it. The reactants are: Cl.[N+:2]([C:5]1[CH:6]=[C:7]2[C:11](=[CH:12][CH:13]=1)[CH2:10][CH:9](N)[CH2:8]2)([O-:4])=[O:3].C=O.[C:17]([BH3-])#[N:18].[Na+].[CH3:21]C(O)=O. (8) Given the product [F:11][C:4]1[CH:3]=[C:2]([C:21]2[CH:26]=[C:25]([N:27]3[CH2:32][CH2:31][O:30][CH2:29][C@H:28]3[CH3:33])[N:24]=[C:23]([NH:34][CH3:35])[N:22]=2)[CH:9]=[C:8]([OH:10])[C:5]=1[C:6]#[N:7], predict the reactants needed to synthesize it. The reactants are: Br[C:2]1[CH:9]=[C:8]([OH:10])[C:5]([C:6]#[N:7])=[C:4]([F:11])[CH:3]=1.C([O-])(=O)C.[K+].C(Cl)Cl.Cl[C:21]1[CH:26]=[C:25]([N:27]2[CH2:32][CH2:31][O:30][CH2:29][C@H:28]2[CH3:33])[N:24]=[C:23]([NH:34][CH3:35])[N:22]=1.C([O-])([O-])=O.[K+].[K+].